Task: Predict the reactants needed to synthesize the given product.. Dataset: Full USPTO retrosynthesis dataset with 1.9M reactions from patents (1976-2016) (1) The reactants are: [Cl:1][C:2]1[N:7]=[C:6]([CH:8]2[CH2:16][C:15]3[C:10](=[CH:11][CH:12]=[CH:13][C:14]=3[F:17])[NH:9]2)[C:5]([OH:18])=[CH:4][CH:3]=1.[CH2:19]([O:21][C:22](=[O:25])[CH:23]=O)[CH3:20].S(O)(C)(=O)=O. Given the product [Cl:1][C:2]1[CH:3]=[CH:4][C:5]2[O:18][CH:23]([C:22]([O:21][CH2:19][CH3:20])=[O:25])[N:9]3[C:10]4[CH:11]=[CH:12][CH:13]=[C:14]([F:17])[C:15]=4[CH2:16][CH:8]3[C:6]=2[N:7]=1, predict the reactants needed to synthesize it. (2) The reactants are: [Si:1]([O:18][CH2:19][CH2:20][CH:21]([C:30](=O)[C:31]#[C:32][CH:33]1[CH2:36][CH:35]([CH2:37][CH:38]([CH3:40])[CH3:39])[CH2:34]1)[CH2:22][C:23]([O:25][C:26]([CH3:29])([CH3:28])[CH3:27])=[O:24])([C:14]([CH3:17])([CH3:16])[CH3:15])([C:8]1[CH:13]=[CH:12][CH:11]=[CH:10][CH:9]=1)[C:2]1[CH:7]=[CH:6][CH:5]=[CH:4][CH:3]=1.CO.S([O-])([O-])(=O)=O.[Na+].[Na+].[Cl-].[CH3:52][O:53][NH3+:54]. Given the product [Si:1]([O:18][CH2:19][CH2:20][CH:21]([C:30](=[N:54][O:53][CH3:52])[C:31]#[C:32][CH:33]1[CH2:36][CH:35]([CH2:37][CH:38]([CH3:39])[CH3:40])[CH2:34]1)[CH2:22][C:23]([O:25][C:26]([CH3:27])([CH3:29])[CH3:28])=[O:24])([C:14]([CH3:17])([CH3:15])[CH3:16])([C:2]1[CH:7]=[CH:6][CH:5]=[CH:4][CH:3]=1)[C:8]1[CH:13]=[CH:12][CH:11]=[CH:10][CH:9]=1, predict the reactants needed to synthesize it. (3) Given the product [F:31][C:29]([F:30])([F:32])[C:26]1[CH:25]=[CH:24][C:23]([C:20]2[CH:19]=[CH:18][C:17]([O:16][CH:14]([C:11]3[S:10][C:9]([C:7]([NH:6][CH2:5][CH2:4][C:3]([OH:33])=[O:2])=[O:8])=[CH:13][CH:12]=3)[CH3:15])=[CH:22][CH:21]=2)=[CH:28][CH:27]=1, predict the reactants needed to synthesize it. The reactants are: C[O:2][C:3](=[O:33])[CH2:4][CH2:5][NH:6][C:7]([C:9]1[S:10][C:11]([CH:14]([O:16][C:17]2[CH:22]=[CH:21][C:20]([C:23]3[CH:28]=[CH:27][C:26]([C:29]([F:32])([F:31])[F:30])=[CH:25][CH:24]=3)=[CH:19][CH:18]=2)[CH3:15])=[CH:12][CH:13]=1)=[O:8].[OH-].[Na+].Cl.